From a dataset of Full USPTO retrosynthesis dataset with 1.9M reactions from patents (1976-2016). Predict the reactants needed to synthesize the given product. (1) Given the product [N:1]1[CH:6]=[CH:5][CH:4]=[CH:3][C:2]=1[C:7]1[CH:14]=[CH:13][C:10](/[CH:11]=[CH:23]/[CH:24]=[O:25])=[CH:9][CH:8]=1, predict the reactants needed to synthesize it. The reactants are: [N:1]1[CH:6]=[CH:5][CH:4]=[CH:3][C:2]=1[C:7]1[CH:14]=[CH:13][C:10]([CH:11]=O)=[CH:9][CH:8]=1.N1(C2C=C[C:23]([CH:24]=[O:25])=CC=2)C=CC=N1. (2) Given the product [CH3:1][O:2][C:3]1[CH:8]=[CH:7][C:6]([CH2:9][C:10]2[C:12]3[C:13](=[CH:18][CH:19]=[CH:20][CH:21]=3)[C:14](=[O:15])[NH:16][N:22]=2)=[CH:5][CH:4]=1, predict the reactants needed to synthesize it. The reactants are: [CH3:1][O:2][C:3]1[CH:8]=[CH:7][C:6]([CH2:9][C:10]([C:12]2[CH:21]=[CH:20][CH:19]=[CH:18][C:13]=2[C:14]([NH:16]C)=[O:15])=O)=[CH:5][CH:4]=1.[NH2:22]N. (3) Given the product [ClH:24].[CH2:18]([S:17][C:13]1[CH:14]=[C:15]2[C:10](=[CH:11][C:12]=1[C:20]([F:23])([F:21])[F:22])[CH2:9][NH:8][CH2:16]2)[CH3:19], predict the reactants needed to synthesize it. The reactants are: C(OC([N:8]1[CH2:16][C:15]2[C:10](=[CH:11][C:12]([C:20]([F:23])([F:22])[F:21])=[C:13]([S:17][CH2:18][CH3:19])[CH:14]=2)[CH2:9]1)=O)(C)(C)C.[ClH:24]. (4) Given the product [CH2:1]([O:8][C:9]1[CH:16]=[CH:15][C:12]([C:13]#[N:14])=[C:11]([O:17][CH3:19])[CH:10]=1)[C:2]1[CH:3]=[CH:4][CH:5]=[CH:6][CH:7]=1, predict the reactants needed to synthesize it. The reactants are: [CH2:1]([O:8][C:9]1[CH:16]=[CH:15][C:12]([C:13]#[N:14])=[C:11]([OH:17])[CH:10]=1)[C:2]1[CH:7]=[CH:6][CH:5]=[CH:4][CH:3]=1.I[CH3:19].[H-].[Na+]. (5) Given the product [CH:17]12[CH2:19][CH:10]([CH2:9][NH:8][CH2:18]1)[C:11]1[CH:12]=[N:13][C:14]([NH2:26])=[N:15][C:16]2=1, predict the reactants needed to synthesize it. The reactants are: C([N:8]1[CH2:18][CH:17]2[CH2:19][CH:10]([C:11]3[CH:12]=[N:13][C:14](C)=[N:15][C:16]=32)[CH2:9]1)C1C=CC=CC=1.C(O)(=O)C.C(N)=[NH:26]. (6) The reactants are: [C:1]([O:9][CH2:10][CH3:11])(=[O:8])[CH2:2][C:3]([O:5][CH2:6][CH3:7])=[O:4].C(O)C.[O-]CC.[Na+].Cl[C:20]([C:25]1[CH:30]=[CH:29][C:28]([F:31])=[CH:27][CH:26]=1)([CH3:24])[CH2:21][S:22][CH3:23].ClCC(C1C=CC(F)=CC=1)(C)SC. Given the product [F:31][C:28]1[CH:27]=[CH:26][C:25]([C:20]([CH:2]([C:3]([O:5][CH2:6][CH3:7])=[O:4])[C:1]([O:9][CH2:10][CH3:11])=[O:8])([CH3:24])[CH2:21][S:22][CH3:23])=[CH:30][CH:29]=1, predict the reactants needed to synthesize it. (7) Given the product [CH:1]([C:4]1[CH:5]=[C:6]([CH:12]=[CH:13][C:14]([CH2:16][NH:17][C:18]2[CH:27]=[CH:26][C:21]([C:22]([OH:24])=[O:23])=[CH:20][CH:19]=2)=[O:15])[O:7][C:8]=1[CH:9]([CH3:10])[CH3:11])([CH3:2])[CH3:3], predict the reactants needed to synthesize it. The reactants are: [CH:1]([C:4]1[CH:5]=[C:6]([CH:12]=[CH:13][C:14]([CH2:16][NH:17][C:18]2[CH:27]=[CH:26][C:21]([C:22]([O:24]C)=[O:23])=[CH:20][CH:19]=2)=[O:15])[O:7][C:8]=1[CH:9]([CH3:11])[CH3:10])([CH3:3])[CH3:2].[OH-].[Li+]. (8) Given the product [Cl:1][C:2]1[CH:3]=[C:4]([N:5]=[C:15]=[S:16])[CH:6]=[CH:7][C:8]=1[C:9]1[N:13]([CH3:14])[N:12]=[N:11][N:10]=1, predict the reactants needed to synthesize it. The reactants are: [Cl:1][C:2]1[CH:3]=[C:4]([CH:6]=[CH:7][C:8]=1[C:9]1[N:13]([CH3:14])[N:12]=[N:11][N:10]=1)[NH2:5].[C:15](N1C=CN=C1)(N1C=CN=C1)=[S:16]. (9) Given the product [CH3:7][N:8]1[CH2:16][C:15]2[C:10](=[CH:11][CH:12]=[C:13]([C:2]3[S:3][CH:4]=[CH:5][N:6]=3)[CH:14]=2)[C:9]1=[O:26], predict the reactants needed to synthesize it. The reactants are: Br[C:2]1[S:3][CH:4]=[CH:5][N:6]=1.[CH3:7][N:8]1[CH2:16][C:15]2[C:10](=[CH:11][CH:12]=[C:13](B3OC(C)(C)C(C)(C)O3)[CH:14]=2)[C:9]1=[O:26].